From a dataset of NCI-60 drug combinations with 297,098 pairs across 59 cell lines. Regression. Given two drug SMILES strings and cell line genomic features, predict the synergy score measuring deviation from expected non-interaction effect. (1) Drug 1: C1CCC(C(C1)N)N.C(=O)(C(=O)[O-])[O-].[Pt+4]. Drug 2: COCCOC1=C(C=C2C(=C1)C(=NC=N2)NC3=CC=CC(=C3)C#C)OCCOC.Cl. Cell line: RXF 393. Synergy scores: CSS=1.19, Synergy_ZIP=-1.04, Synergy_Bliss=-2.53, Synergy_Loewe=-1.98, Synergy_HSA=-2.35. (2) Drug 1: CC1=C(C=C(C=C1)NC2=NC=CC(=N2)N(C)C3=CC4=NN(C(=C4C=C3)C)C)S(=O)(=O)N.Cl. Drug 2: CS(=O)(=O)CCNCC1=CC=C(O1)C2=CC3=C(C=C2)N=CN=C3NC4=CC(=C(C=C4)OCC5=CC(=CC=C5)F)Cl. Cell line: EKVX. Synergy scores: CSS=6.75, Synergy_ZIP=0.112, Synergy_Bliss=3.81, Synergy_Loewe=-5.55, Synergy_HSA=2.93.